From a dataset of Catalyst prediction with 721,799 reactions and 888 catalyst types from USPTO. Predict which catalyst facilitates the given reaction. (1) Reactant: [C:1]([C:4]1[C:12]2[C:7](=[CH:8][C:9]([P:14](=[O:21])([O:18]CC)[O:15]CC)=[C:10]([F:13])[CH:11]=2)[N:6]([CH2:22][C:23]([N:25]2[CH2:29][C@H:28]([F:30])[CH2:27][C@H:26]2[C:31](=[O:42])[NH:32][CH2:33][C:34]2[CH:39]=[CH:38][CH:37]=[C:36]([Cl:40])[C:35]=2[F:41])=[O:24])[CH:5]=1)(=[O:3])[CH3:2].C[Si](Br)(C)C. Product: [C:1]([C:4]1[C:12]2[C:7](=[CH:8][C:9]([P:14](=[O:15])([OH:21])[OH:18])=[C:10]([F:13])[CH:11]=2)[N:6]([CH2:22][C:23]([N:25]2[CH2:29][C@H:28]([F:30])[CH2:27][C@H:26]2[C:31](=[O:42])[NH:32][CH2:33][C:34]2[CH:39]=[CH:38][CH:37]=[C:36]([Cl:40])[C:35]=2[F:41])=[O:24])[CH:5]=1)(=[O:3])[CH3:2]. The catalyst class is: 2. (2) Reactant: [H-].[Na+].[C:3]([CH2:5][C:6]([O:8][CH2:9][CH3:10])=[O:7])#[N:4].[Br:11][C:12]1[CH:13]=[N:14][C:15](Br)=[N:16][CH:17]=1. Product: [Br:11][C:12]1[CH:13]=[N:14][C:15]([CH:5]([C:3]#[N:4])[C:6]([O:8][CH2:9][CH3:10])=[O:7])=[N:16][CH:17]=1. The catalyst class is: 7.